This data is from Catalyst prediction with 721,799 reactions and 888 catalyst types from USPTO. The task is: Predict which catalyst facilitates the given reaction. (1) Product: [Cl:12][C:9]1[CH:10]=[CH:11][C:6]([CH:3]([NH:2][C:36](=[O:37])[CH2:35][CH2:34][C:26]2[CH:27]=[CH:28][C:29]([O:30][CH2:31][C:32]#[CH:33])=[C:24]([O:23][CH3:22])[CH:25]=2)[C:4]#[N:5])=[CH:7][CH:8]=1. The catalyst class is: 7. Reactant: Cl.[NH2:2][CH:3]([C:6]1[CH:11]=[CH:10][C:9]([Cl:12])=[CH:8][CH:7]=1)[C:4]#[N:5].C(N(C(C)C)CC)(C)C.[CH3:22][O:23][C:24]1[CH:25]=[C:26]([CH2:34][CH2:35][C:36](Cl)=[O:37])[CH:27]=[CH:28][C:29]=1[O:30][CH2:31][C:32]#[CH:33]. (2) Reactant: [NH2:1][CH2:2][C@@H:3]1[C@@H:8]([OH:9])[C@H:7]([OH:10])[C@@H:6]([OH:11])[C@H:5]([C:12]2[CH:17]=[CH:16][C:15]([Cl:18])=[C:14]([CH2:19][C:20]3[CH:25]=[CH:24][C:23]([O:26][CH2:27][CH3:28])=[CH:22][CH:21]=3)[CH:13]=2)[O:4]1.[CH2:29]([N:31]=[C:32]=[O:33])[CH3:30]. Product: [Cl:18][C:15]1[CH:16]=[CH:17][C:12]([C@@H:5]2[O:4][C@H:3]([CH2:2][NH:1][C:32]([NH:31][CH2:29][CH3:30])=[O:33])[C@@H:8]([OH:9])[C@H:7]([OH:10])[C@H:6]2[OH:11])=[CH:13][C:14]=1[CH2:19][C:20]1[CH:21]=[CH:22][C:23]([O:26][CH2:27][CH3:28])=[CH:24][CH:25]=1. The catalyst class is: 146. (3) Reactant: FC(F)(F)C([O-])=O.[CH2:8]([NH:15][C:16]([CH:18]1[CH:23]([C:24]2[CH:29]=[CH:28][CH:27]=[CH:26][CH:25]=2)[CH2:22][CH2:21][CH2:20][NH2+:19]1)=O)[C:9]1[CH:14]=[CH:13][CH:12]=[CH:11][CH:10]=1. Product: [C:9]1([CH2:8][NH:15][CH2:16][CH:18]2[CH:23]([C:24]3[CH:25]=[CH:26][CH:27]=[CH:28][CH:29]=3)[CH2:22][CH2:21][CH2:20][NH:19]2)[CH:10]=[CH:11][CH:12]=[CH:13][CH:14]=1. The catalyst class is: 1. (4) Reactant: [Cl:1][C:2]1[CH:12]=[C:11]([Cl:13])[C:10]([O:14][C:15]2[N:19]([CH3:20])[N:18]=[C:17]([CH3:21])[C:16]=2[CH:22]=[CH2:23])=[CH:9][C:3]=1[O:4][CH2:5][C:6]([OH:8])=O.[C:24]1([S:30]([NH2:33])(=[O:32])=[O:31])[CH:29]=[CH:28][CH:27]=[CH:26][CH:25]=1.Cl.C(N=C=NCCCN(C)C)C.O. Product: [Cl:1][C:2]1[CH:12]=[C:11]([Cl:13])[C:10]([O:14][C:15]2[N:19]([CH3:20])[N:18]=[C:17]([CH3:21])[C:16]=2[CH:22]=[CH2:23])=[CH:9][C:3]=1[O:4][CH2:5][C:6]([NH:33][S:30]([C:24]1[CH:29]=[CH:28][CH:27]=[CH:26][CH:25]=1)(=[O:32])=[O:31])=[O:8]. The catalyst class is: 10. (5) Reactant: C1(C(C2C=CC=CC=2)[N:8]2[CH2:11][CH:10]([O:12][C:13]3[CH:18]=[CH:17][CH:16]=[CH:15][CH:14]=3)[CH2:9]2)C=CC=CC=1.[Cl:25]CCCl.ClC(OC(Cl)C)=O. Product: [ClH:25].[O:12]([CH:10]1[CH2:11][NH:8][CH2:9]1)[C:13]1[CH:14]=[CH:15][CH:16]=[CH:17][CH:18]=1. The catalyst class is: 5. (6) Reactant: [CH2:1]([N:5]1[C:13](=[O:14])[C:12]2[C:7](=[CH:8][CH:9]=[CH:10][CH:11]=2)[C:6]1=[O:15])[CH2:2][CH:3]=[CH2:4].ClC1C=C(C=CC=1)C(OO)=[O:21]. Product: [O:21]1[CH2:4][CH:3]1[CH2:2][CH2:1][N:5]1[C:13](=[O:14])[C:12]2[C:7](=[CH:8][CH:9]=[CH:10][CH:11]=2)[C:6]1=[O:15]. The catalyst class is: 4. (7) Reactant: [OH:1][CH2:2][CH2:3][CH2:4][N:5]1[CH:12]=[CH:11][C:9](=[O:10])[NH:8][C:6]1=[O:7].[C:13]1([Si:19](Cl)([C:26]2[CH:31]=[CH:30][CH:29]=[CH:28][CH:27]=2)[C:20]2[CH:25]=[CH:24][CH:23]=[CH:22][CH:21]=2)[CH:18]=[CH:17][CH:16]=[CH:15][CH:14]=1. Product: [C:26]1([Si:19]([C:13]2[CH:14]=[CH:15][CH:16]=[CH:17][CH:18]=2)([C:20]2[CH:25]=[CH:24][CH:23]=[CH:22][CH:21]=2)[O:1][CH2:2][CH2:3][CH2:4][N:5]2[CH:12]=[CH:11][C:9](=[O:10])[NH:8][C:6]2=[O:7])[CH:27]=[CH:28][CH:29]=[CH:30][CH:31]=1. The catalyst class is: 17. (8) Reactant: Br[C:2]1[C:7]([O:8][CH2:9][C:10]2([CH2:14][O:15][CH3:16])[CH2:13][O:12][CH2:11]2)=[C:6]([O:17][CH3:18])[C:5]([O:19][CH3:20])=[CH:4][CH:3]=1.CC1(C)C(C)(C)OB([C:29]2[CH:30]=[C:31]3[C:35](=[CH:36][CH:37]=2)[C:34](=[O:38])[O:33][CH2:32]3)O1.C1(P(C2CCCCC2)C2CCCCC2)CCCCC1.[O-]P([O-])([O-])=O.[K+].[K+].[K+]. Product: [CH3:18][O:17][C:6]1[C:7]([O:8][CH2:9][C:10]2([CH2:14][O:15][CH3:16])[CH2:13][O:12][CH2:11]2)=[C:2]([C:29]2[CH:30]=[C:31]3[C:35](=[CH:36][CH:37]=2)[C:34](=[O:38])[O:33][CH2:32]3)[CH:3]=[CH:4][C:5]=1[O:19][CH3:20]. The catalyst class is: 333. (9) Reactant: [C:1]([O-:14])(=[O:13])[CH2:2][CH2:3]CCCCCCCCC.[C:15]([O-])(=[O:27])[CH2:16]CCCCCCCCCC.[CH2:29]([Sn+2]CCCC)CCC.C1CCCCC1. Product: [CH3:29][C:2]([C:1]([O:14][CH2:16][CH2:15][OH:27])=[O:13])=[CH2:3]. The catalyst class is: 1.